From a dataset of Full USPTO retrosynthesis dataset with 1.9M reactions from patents (1976-2016). Predict the reactants needed to synthesize the given product. (1) Given the product [Cl:1][C:2]1[C:3]([NH:19][C:20]2[CH:24]=[C:23]([O:25][CH:26]([CH3:28])[CH3:27])[NH:22][N:21]=2)=[N:4][C:5]([NH:9][C@H:10]([C:12]2[CH:17]=[CH:16][C:15]([F:18])=[CH:14][N:13]=2)[CH3:11])=[N:6][C:7]=1[NH2:30], predict the reactants needed to synthesize it. The reactants are: [Cl:1][C:2]1[C:3]([NH:19][C:20]2[CH:24]=[C:23]([O:25][CH:26]([CH3:28])[CH3:27])[NH:22][N:21]=2)=[N:4][C:5]([NH:9][C@H:10]([C:12]2[CH:17]=[CH:16][C:15]([F:18])=[CH:14][N:13]=2)[CH3:11])=[N:6][C:7]=1Cl.[OH-].[NH4+:30]. (2) Given the product [CH3:19][O:20][C:21](=[O:32])[CH2:22][N:23]([CH3:24])[C:25]1[CH:30]=[CH:29][C:28]([NH:31][C:12]([C:10]2[N:11]=[C:7]([C:1]3[CH:2]=[CH:3][CH:4]=[CH:5][CH:6]=3)[O:8][C:9]=2[C:15]([F:18])([F:17])[F:16])=[O:14])=[CH:27][N:26]=1, predict the reactants needed to synthesize it. The reactants are: [C:1]1([C:7]2[O:8][C:9]([C:15]([F:18])([F:17])[F:16])=[C:10]([C:12]([OH:14])=O)[N:11]=2)[CH:6]=[CH:5][CH:4]=[CH:3][CH:2]=1.[CH3:19][O:20][C:21](=[O:32])[CH2:22][N:23]([C:25]1[CH:30]=[CH:29][C:28]([NH2:31])=[CH:27][N:26]=1)[CH3:24]. (3) The reactants are: [CH2:1]([O:3][C:4](=[O:15])[C:5](=[CH:11]OCC)[C:6]([O:8][CH2:9][CH3:10])=[O:7])[CH3:2].[I:16][C:17]1[CH:18]=[C:19]([CH:21]=[CH:22][CH:23]=1)[NH2:20]. Given the product [I:16][C:17]1[CH:18]=[C:19]([NH:20][CH:11]=[C:5]([C:4]([O:3][CH2:1][CH3:2])=[O:15])[C:6]([O:8][CH2:9][CH3:10])=[O:7])[CH:21]=[CH:22][CH:23]=1, predict the reactants needed to synthesize it. (4) Given the product [CH3:28][C:26]1([CH3:29])[CH2:25][CH:24]([CH:11]([NH:12][C:13]2[C:22]([CH3:23])=[CH:21][C:20]3[C:15](=[CH:16][CH:17]=[CH:18][CH:19]=3)[N:14]=2)[C:8]2[CH:7]=[CH:6][C:5]([C:4]([OH:30])=[O:3])=[CH:10][CH:9]=2)[CH2:27]1, predict the reactants needed to synthesize it. The reactants are: C([O:3][C:4](=[O:30])[C:5]1[CH:10]=[CH:9][C:8]([CH:11]([CH:24]2[CH2:27][C:26]([CH3:29])([CH3:28])[CH2:25]2)[NH:12][C:13]2[C:22]([CH3:23])=[CH:21][C:20]3[C:15](=[CH:16][CH:17]=[CH:18][CH:19]=3)[N:14]=2)=[CH:7][CH:6]=1)C.[OH-].[Na+].Cl.